Dataset: Choline transporter screen with 302,306 compounds. Task: Binary Classification. Given a drug SMILES string, predict its activity (active/inactive) in a high-throughput screening assay against a specified biological target. The result is 1 (active). The compound is OC(CNC(C)(C)C)c1cc(O)cc(O)c1.